Dataset: Forward reaction prediction with 1.9M reactions from USPTO patents (1976-2016). Task: Predict the product of the given reaction. (1) The product is: [C:1]12([NH:6][C:7]3[N:12]=[C:11]([S:13]([CH3:14])=[O:26])[C:10]([C:15]([NH2:17])=[O:16])=[CH:9][N:8]=3)[CH2:2][CH:3]([CH2:4]1)[CH2:5]2. Given the reactants [C:1]12([NH:6][C:7]3[N:12]=[C:11]([S:13][CH3:14])[C:10]([C:15]([NH2:17])=[O:16])=[CH:9][N:8]=3)[CH2:5][CH:3]([CH2:4]1)[CH2:2]2.C1(C2[O:26]N2S(C2C=CC=CC=2)(=O)=O)C=CC=CC=1.C(OCC)(=O)C, predict the reaction product. (2) Given the reactants [C:1]([C:5]1[CH:6]=[C:7]2[C:11](=[CH:12][CH:13]=1)[NH:10][C:9]([C:14]([O:16][CH2:17][CH3:18])=[O:15])=[CH:8]2)([CH3:4])([CH3:3])[CH3:2].[H-].[Na+].Br.Br[CH2:23][C:24]1[CH:29]=[CH:28][N:27]=[CH:26][CH:25]=1.C(OCC)C, predict the reaction product. The product is: [C:1]([C:5]1[CH:6]=[C:7]2[C:11](=[CH:12][CH:13]=1)[N:10]([CH2:23][C:24]1[CH:29]=[CH:28][N:27]=[CH:26][CH:25]=1)[C:9]([C:14]([O:16][CH2:17][CH3:18])=[O:15])=[CH:8]2)([CH3:4])([CH3:2])[CH3:3]. (3) Given the reactants Br[C:2]1[CH:9]=[CH:8][C:5]([C:6]#[N:7])=[CH:4][CH:3]=1.C1(P(C2C=CC=CC=2)C2C=CC=CC=2)C=CC=CC=1.C(N(CC)CC)C.[CH3:36][C:37]([CH3:41])([CH3:40])[C:38]#[CH:39], predict the reaction product. The product is: [CH3:36][C:37]([CH3:41])([CH3:40])[C:38]#[C:39][C:2]1[CH:9]=[CH:8][C:5]([C:6]#[N:7])=[CH:4][CH:3]=1. (4) The product is: [CH3:12][O:7][C:6](=[O:8])[C:5]1[CH:9]=[CH:10][C:2]([F:1])=[CH:3][C:4]=1[CH3:11]. Given the reactants [F:1][C:2]1[CH:10]=[CH:9][C:5]([C:6]([OH:8])=[O:7])=[C:4]([CH3:11])[CH:3]=1.[C:12](Cl)(=O)C(Cl)=O, predict the reaction product.